This data is from Reaction yield outcomes from USPTO patents with 853,638 reactions. The task is: Predict the reaction yield, written as a fraction of the theoretical maximum amount of product (1.0 means a 100% yield; for example, 0.34 means a 34% yield). (1) The catalyst is C(O)C. The product is [F:1][C:2]1[CH:3]=[C:4]([CH:16]=[CH:17][CH:18]=1)[CH2:5][C:6]1[O:10][N:9]=[C:8]([C:11]([OH:13])=[O:12])[CH:7]=1. The yield is 0.820. The reactants are [F:1][C:2]1[CH:3]=[C:4]([CH:16]=[CH:17][CH:18]=1)[CH2:5][C:6]1[O:10][N:9]=[C:8]([C:11]([O:13]CC)=[O:12])[CH:7]=1.[OH-].[Na+]. (2) The reactants are Cl.Cl[C:3]1[N:16]2[C:7](=[N:8][C:9]3[C:14]([C:15]2=[O:17])=[C:13]([F:18])[CH:12]=[CH:11][CH:10]=3)[C:6]2[CH:19]=[CH:20][N:21](S(C3C=CC(C)=CC=3)(=O)=O)[C:5]=2[N:4]=1.[NH2:32][C:33]1[CH:42]=[C:41]2[C:36]([C:37]([CH3:45])([CH3:44])[CH2:38][C:39](=[O:43])[NH:40]2)=[CH:35][C:34]=1[O:46][CH3:47].[CH3:48][NH2:49].C[O-].[Na+]. The catalyst is O1CCCC1.C(=O)(O)[O-].[Na+].O. The product is [CH3:45][C:37]1([CH3:44])[C:36]2[C:41](=[CH:42][C:33]([NH:32][C:3]3[NH:4][C:5]4=[N:21][CH:20]=[CH:19][C:6]4=[C:7]([NH:8][C:9]4[CH:10]=[CH:11][CH:12]=[C:13]([F:18])[C:14]=4[C:15]([NH:49][CH3:48])=[O:17])[N:16]=3)=[C:34]([O:46][CH3:47])[CH:35]=2)[NH:40][C:39](=[O:43])[CH2:38]1. The yield is 0.430. (3) The reactants are [NH2:1][C:2]1[S:3][C:4]2[C:9]([NH:10][C@H:11]([CH2:14][CH:15]([CH3:17])[CH3:16])[CH2:12][OH:13])=[N:8][C:7]([SH:18])=[N:6][C:5]=2[N:19]=1.Cl[CH:21]([C:24]1[CH:29]=[CH:28][CH:27]=[CH:26][CH:25]=1)[CH2:22][CH3:23]. No catalyst specified. The product is [NH2:1][C:2]1[S:3][C:4]2[C:9]([NH:10][C@H:11]([CH2:14][CH:15]([CH3:16])[CH3:17])[CH2:12][OH:13])=[N:8][C:7]([S:18][CH:21]([C:24]3[CH:29]=[CH:28][CH:27]=[CH:26][CH:25]=3)[CH2:22][CH3:23])=[N:6][C:5]=2[N:19]=1. The yield is 0.310. (4) The reactants are [C:1]([O:5][C:6]([N:8]1[CH2:16][C:15]2[C:10](=[CH:11][CH:12]=[C:13]([C:17]3[CH2:18][CH2:19][O:20][CH2:21][CH:22]=3)[CH:14]=2)[CH2:9]1)=[O:7])([CH3:4])([CH3:3])[CH3:2].C([O-])=O.[NH4+]. The catalyst is CO.[Pd]. The product is [C:1]([O:5][C:6]([N:8]1[CH2:16][C:15]2[C:10](=[CH:11][CH:12]=[C:13]([CH:17]3[CH2:18][CH2:19][O:20][CH2:21][CH2:22]3)[CH:14]=2)[CH2:9]1)=[O:7])([CH3:4])([CH3:2])[CH3:3]. The yield is 0.920. (5) The reactants are Cl[C:2]1[N:7]=[CH:6][N:5]=[C:4]([NH:8][C:9]2[CH:14]=[CH:13][CH:12]=[C:11]([NH2:15])[N:10]=2)[CH:3]=1.[CH3:16][C:17]1[CH:18]=[C:19]([OH:23])[CH:20]=[CH:21][CH:22]=1.C([O-])([O-])=O.[K+].[K+]. The catalyst is CN(C=O)C.CCOC(C)=O. The product is [CH3:16][C:17]1[CH:18]=[C:19]([CH:20]=[CH:21][CH:22]=1)[O:23][C:2]1[N:7]=[CH:6][N:5]=[C:4]([NH:8][C:9]2[CH:14]=[CH:13][CH:12]=[C:11]([NH2:15])[N:10]=2)[CH:3]=1. The yield is 0.750.